This data is from Forward reaction prediction with 1.9M reactions from USPTO patents (1976-2016). The task is: Predict the product of the given reaction. (1) The product is: [O:6]=[C:7]([N:21]1[CH2:26][CH2:25][N:24]2[C:27]([C:30]([F:33])([F:32])[F:31])=[N:28][N:29]=[C:23]2[CH2:22]1)[CH2:8][CH:9]([NH2:20])[CH2:10][C:11]1[CH:16]=[C:15]([F:17])[C:14]([F:18])=[CH:13][C:12]=1[F:19]. Given the reactants CS(O)(=O)=O.[O:6]=[C:7]([N:21]1[CH2:26][CH2:25][N:24]2[C:27]([C:30]([F:33])([F:32])[F:31])=[N:28][N:29]=[C:23]2[CH2:22]1)[CH:8]=[C:9]([NH2:20])[CH2:10][C:11]1[CH:16]=[C:15]([F:17])[C:14]([F:18])=[CH:13][C:12]=1[F:19].CC(O)C.N, predict the reaction product. (2) Given the reactants [Cl:1][C:2]1[CH:7]=[CH:6][C:5]([S:8]([C:11]2([C:29]3[CH:34]=[C:33]([F:35])[CH:32]=[CH:31][C:30]=3[F:36])[CH2:16][CH2:15][CH:14]([CH2:17][S:18]([N:21]3[CH2:24][CH:23]([O:25]C(=O)C)[CH2:22]3)(=[O:20])=[O:19])[CH2:13][CH2:12]2)(=[O:10])=[O:9])=[CH:4][CH:3]=1.[OH-].[Li+], predict the reaction product. The product is: [Cl:1][C:2]1[CH:7]=[CH:6][C:5]([S:8]([C:11]2([C:29]3[CH:34]=[C:33]([F:35])[CH:32]=[CH:31][C:30]=3[F:36])[CH2:12][CH2:13][CH:14]([CH2:17][S:18]([N:21]3[CH2:24][CH:23]([OH:25])[CH2:22]3)(=[O:19])=[O:20])[CH2:15][CH2:16]2)(=[O:10])=[O:9])=[CH:4][CH:3]=1.